This data is from Forward reaction prediction with 1.9M reactions from USPTO patents (1976-2016). The task is: Predict the product of the given reaction. (1) Given the reactants [CH3:1][C:2]1([CH3:35])[N:7]([C:8]2[CH:17]=[N:16][C:15]3[C:10](=[C:11]([C:18]4[NH:26][C:25]5[CH2:24][CH2:23][NH:22][C:21](=[O:27])[C:20]=5[CH:19]=4)[CH:12]=[CH:13][CH:14]=3)[N:9]=2)[CH2:6][CH2:5][N:4](C(OC(C)(C)C)=O)[CH2:3]1.C(O)(C(F)(F)F)=O, predict the reaction product. The product is: [CH3:1][C:2]1([CH3:35])[CH2:3][NH:4][CH2:5][CH2:6][N:7]1[C:8]1[CH:17]=[N:16][C:15]2[C:10]([N:9]=1)=[C:11]([C:18]1[NH:26][C:25]3[CH2:24][CH2:23][NH:22][C:21](=[O:27])[C:20]=3[CH:19]=1)[CH:12]=[CH:13][CH:14]=2. (2) Given the reactants C1(P(C2C=CC=CC=2)C2C=CC=CC=2)C=CC=CC=1.C(Br)(Br)(Br)Br.[N:25]1[CH:30]=[CH:29][CH:28]=[CH:27][C:26]=1[CH2:31]O.C([S:36][C:37]1[N:38]=[CH:39][N:40]2[CH:44]=[CH:43][S:42][C:41]=12)(=O)C.C[O-].[Na+].CO.BrCC1C=CC=CN=1.[Cl-].[NH4+], predict the reaction product. The product is: [N:25]1[CH:30]=[CH:29][CH:28]=[CH:27][C:26]=1[CH2:31][S:36][C:37]1[N:38]=[CH:39][N:40]2[CH:44]=[CH:43][S:42][C:41]=12. (3) Given the reactants [C:1]([CH2:3][C:4]1[CH:9]=[CH:8][C:7]([CH:10]([CH3:14])[C:11]([OH:13])=[O:12])=[CH:6][CH:5]=1)#N.[OH-:15].[Na+].C[OH:18], predict the reaction product. The product is: [C:1]([CH2:3][C:4]1[CH:9]=[CH:8][C:7]([CH:10]([CH3:14])[C:11]([OH:13])=[O:12])=[CH:6][CH:5]=1)([OH:18])=[O:15]. (4) Given the reactants FC(F)(F)S(O[C:7]1[C:16]2[CH2:15][CH2:14][C@H:13]([N:17]([CH2:19][C:20]3[CH:25]=[CH:24][CH:23]=[CH:22][CH:21]=3)[CH3:18])[CH2:12][C:11]=2[CH:10]=[CH:9][CH:8]=1)(=O)=O.[CH3:28][N:29]1[C:33]([CH3:34])=[C:32](B2OC(C)(C)C(C)(C)O2)[C:31]([CH3:44])=[N:30]1.C([O-])([O-])=O.[K+].[K+], predict the reaction product. The product is: [CH2:19]([N:17]([CH3:18])[C@H:13]1[CH2:14][CH2:15][C:16]2[C:11](=[CH:10][CH:9]=[CH:8][C:7]=2[C:32]2[C:31]([CH3:44])=[N:30][N:29]([CH3:28])[C:33]=2[CH3:34])[CH2:12]1)[C:20]1[CH:25]=[CH:24][CH:23]=[CH:22][CH:21]=1. (5) Given the reactants [CH:1]12[S:8][CH:5]([CH2:6][CH2:7]1)[CH2:4][C:3](=O)[CH2:2]2.O([Si](C)(C)C)S(C(F)(F)F)(=O)=O.[Br:22][C:23]1[CH:24]=[C:25]2[C:29](=[C:30]([C:32]([O:34][CH2:35][CH3:36])=[O:33])[CH:31]=1)[NH:28][CH:27]=[CH:26]2.C([SiH](CC)CC)C, predict the reaction product. The product is: [Br:22][C:23]1[CH:24]=[C:25]2[C:29](=[C:30]([C:32]([O:34][CH2:35][CH3:36])=[O:33])[CH:31]=1)[NH:28][CH:27]=[C:26]2[CH:3]1[CH2:4][CH:5]2[S:8][CH:1]([CH2:7][CH2:6]2)[CH2:2]1. (6) The product is: [F:1][C:2]1[CH:3]=[CH:4][C:5]([N:8]2[C:12](=[O:13])[CH:11]=[C:10]([CH3:14])[N:9]2[CH3:16])=[CH:6][CH:7]=1. Given the reactants [F:1][C:2]1[CH:7]=[CH:6][C:5]([N:8]2[C:12](=[O:13])[CH2:11][C:10]([CH3:14])=[N:9]2)=[CH:4][CH:3]=1.I[CH3:16], predict the reaction product. (7) Given the reactants Cl[C:2]1[C:11]2[C:6](=[CH:7][C:8]([O:14][CH3:15])=[C:9]([O:12][CH3:13])[CH:10]=2)[N:5]=[CH:4][CH:3]=1.[OH:16][C:17]1[CH:18]=[C:19]2[C:23](=[CH:24][CH:25]=1)[NH:22][C:21]([C:26]([O:28][CH2:29][CH3:30])=[O:27])=[CH:20]2.O, predict the reaction product. The product is: [CH3:13][O:12][C:9]1[CH:10]=[C:11]2[C:6](=[CH:7][C:8]=1[O:14][CH3:15])[N:5]=[CH:4][CH:3]=[C:2]2[O:16][C:17]1[CH:18]=[C:19]2[C:23](=[CH:24][CH:25]=1)[NH:22][C:21]([C:26]([O:28][CH2:29][CH3:30])=[O:27])=[CH:20]2.